The task is: Predict the reactants needed to synthesize the given product.. This data is from Full USPTO retrosynthesis dataset with 1.9M reactions from patents (1976-2016). Given the product [CH2:3]([N:10]([CH2:31][CH2:32][N:33]([CH3:35])[CH3:34])[C:11]([CH2:13][N:14]([C:21]1[CH:22]=[CH:23][CH:24]=[C:25]2[C:30]=1[CH2:29][N:28]([CH2:36][CH3:37])[CH2:27][CH2:26]2)[C:15](=[O:20])[C:16]([F:17])([F:18])[F:19])=[O:12])[C:4]1[CH:9]=[CH:8][CH:7]=[CH:6][CH:5]=1, predict the reactants needed to synthesize it. The reactants are: Cl.Cl.[CH2:3]([N:10]([CH2:31][CH2:32][N:33]([CH3:35])[CH3:34])[C:11]([CH2:13][N:14]([C:21]1[CH:22]=[CH:23][CH:24]=[C:25]2[C:30]=1[CH2:29][NH:28][CH2:27][CH2:26]2)[C:15](=[O:20])[C:16]([F:19])([F:18])[F:17])=[O:12])[C:4]1[CH:9]=[CH:8][CH:7]=[CH:6][CH:5]=1.[CH:36](=O)[CH3:37].[BH3-]C#N.[Na+].C([O-])(O)=O.[Na+].